From a dataset of HIV replication inhibition screening data with 41,000+ compounds from the AIDS Antiviral Screen. Binary Classification. Given a drug SMILES string, predict its activity (active/inactive) in a high-throughput screening assay against a specified biological target. (1) The compound is COc1nc2ncc(C(OC(C)=O)C(COC(C)=O)OC(C)=O)nc2c(=O)n1C. The result is 0 (inactive). (2) The molecule is COc1ccc(NS(=O)C2CCCCC2)cc1. The result is 0 (inactive). (3) The molecule is O=C(Nc1ccc(C2=NCCN2)c(O)c1)c1ccc(C(=O)Nc2ccc(C3=NCCN3)c(O)c2)cc1. The result is 1 (active). (4) The drug is Cc1cc2c(C)n(Cc3ccc(Cl)cc3Cl)nc2c(C(=O)O)c1C. The result is 0 (inactive). (5) The molecule is Clc1ccc(CCc2ccncn2)c(Cl)c1. The result is 0 (inactive). (6) The molecule is CCCCCCCNC(=S)NN=Cc1ccccc1O. The result is 0 (inactive). (7) The result is 0 (inactive). The drug is OC(CCN1CCOCC1)c1ccc(Sc2ccccc2)cc1.